Dataset: Forward reaction prediction with 1.9M reactions from USPTO patents (1976-2016). Task: Predict the product of the given reaction. (1) Given the reactants [Cl:1][C:2]1[CH:3]=[C:4]([CH:9]2[CH:13]([C:14]3[CH:19]=[CH:18][N:17]=[CH:16][CH:15]=3)[NH:12][NH:11][C:10]2=[O:20])[CH:5]=[CH:6][C:7]=1[Cl:8].[N:21]1[CH:26]=[CH:25][CH:24]=[C:23]([CH:27]=O)[CH:22]=1, predict the reaction product. The product is: [Cl:1][C:2]1[CH:3]=[C:4]([CH:9]2[CH:13]([C:14]3[CH:19]=[CH:18][N:17]=[CH:16][CH:15]=3)[N:12]([CH2:27][C:23]3[CH:22]=[N:21][CH:26]=[CH:25][CH:24]=3)[NH:11][C:10]2=[O:20])[CH:5]=[CH:6][C:7]=1[Cl:8]. (2) Given the reactants CN(C)/[CH:3]=[CH:4]/[C:5]([C:7]1[C:8]([C:16]2[CH:21]=[CH:20][C:19]([O:22][CH3:23])=[CH:18][CH:17]=2)=[N:9][N:10]2[C:15]=1[CH:14]=[CH:13][CH:12]=[N:11]2)=O.[N+]([O-])([O-])=O.[C:29]1([NH:35][C:36]([NH2:38])=[NH2+:37])[CH:34]=[CH:33][CH:32]=[CH:31][CH:30]=1.C(=O)([O-])[O-].[K+].[K+], predict the reaction product. The product is: [CH3:23][O:22][C:19]1[CH:18]=[CH:17][C:16]([C:8]2[C:7]([C:5]3[CH:4]=[CH:3][N:38]=[C:36]([NH:35][C:29]4[CH:34]=[CH:33][CH:32]=[CH:31][CH:30]=4)[N:37]=3)=[C:15]3[N:10]([N:11]=[CH:12][CH:13]=[CH:14]3)[N:9]=2)=[CH:21][CH:20]=1. (3) Given the reactants Br[C:2]1[CH:3]=[CH:4][C:5]2[S:9](=[O:11])(=[O:10])[NH:8][CH:7]([C:12]([O:14][CH3:15])=[O:13])[C:6]=2[CH:16]=1.[F:17][C:18]1[CH:26]=[C:25]2[C:21]([C:22](B3OC(C)(C)C(C)(C)O3)=[CH:23][N:24]2[C:27]([O:29][C:30]([CH3:33])([CH3:32])[CH3:31])=[O:28])=[CH:20][CH:19]=1.[F-].[Cs+], predict the reaction product. The product is: [C:30]([O:29][C:27]([N:24]1[C:25]2[C:21](=[CH:20][CH:19]=[C:18]([F:17])[CH:26]=2)[C:22]([C:2]2[CH:3]=[CH:4][C:5]3[S:9](=[O:11])(=[O:10])[NH:8][CH:7]([C:12]([O:14][CH3:15])=[O:13])[C:6]=3[CH:16]=2)=[CH:23]1)=[O:28])([CH3:33])([CH3:31])[CH3:32]. (4) Given the reactants [F:1][C:2]1[CH:3]=[CH:4][C:5](B2OC(C)(C)C(C)(C)O2)=[C:6]2[C:10]=1[C@H:9]([O:11][C:12]1[CH:25]=[CH:24][C:15]3[C@H:16]([CH2:19][C:20]([O:22][CH3:23])=[O:21])[CH2:17][O:18][C:14]=3[CH:13]=1)[CH2:8][CH2:7]2.Br[C:36]1[C:47]([CH3:48])=[CH:46][C:39]([O:40][C@H:41]2[CH2:45][CH2:44][O:43][CH2:42]2)=[CH:38][C:37]=1[CH3:49], predict the reaction product. The product is: [CH3:49][C:37]1[CH:38]=[C:39]([O:40][C@H:41]2[CH2:45][CH2:44][O:43][CH2:42]2)[CH:46]=[C:47]([CH3:48])[C:36]=1[C:5]1[CH:4]=[CH:3][C:2]([F:1])=[C:10]2[C:6]=1[CH2:7][CH2:8][C@H:9]2[O:11][C:12]1[CH:25]=[CH:24][C:15]2[C@H:16]([CH2:19][C:20]([O:22][CH3:23])=[O:21])[CH2:17][O:18][C:14]=2[CH:13]=1. (5) Given the reactants [Br:1][C:2]1[CH:3]=[C:4]([C@@:8]2([CH3:20])[NH:13][C:12](=S)[C@:11]([CH3:19])([C:15]([F:18])([F:17])[F:16])[O:10][CH2:9]2)[CH:5]=[CH:6][CH:7]=1.[NH4+:21].[OH-].C(OO)(C)(C)C.S(S([O-])=O)([O-])(=O)=O.[Na+].[Na+].C([O-])([O-])=O.[K+].[K+], predict the reaction product. The product is: [Br:1][C:2]1[CH:3]=[C:4]([C@:8]2([CH3:20])[CH2:9][O:10][C@@:11]([CH3:19])([C:15]([F:18])([F:17])[F:16])[C:12]([NH2:21])=[N:13]2)[CH:5]=[CH:6][CH:7]=1. (6) The product is: [CH3:19][C:16]([NH:15][C:2]1[CH:7]=[CH:6][C:5]([N+:8]([O-:10])=[O:9])=[C:4]([C:11]([F:14])([F:13])[F:12])[CH:3]=1)([CH3:20])[CH2:17][OH:18]. Given the reactants F[C:2]1[CH:7]=[CH:6][C:5]([N+:8]([O-:10])=[O:9])=[C:4]([C:11]([F:14])([F:13])[F:12])[CH:3]=1.[NH2:15][C:16]([CH3:20])([CH3:19])[CH2:17][OH:18].C(N(C(C)C)CC)(C)C, predict the reaction product. (7) Given the reactants [CH3:1][O:2][C:3](=[O:15])[C:4]1[CH:9]=[CH:8][C:7]([O:10][CH2:11][CH2:12][OH:13])=[CH:6][C:5]=1C.[H-].[Na+].[N+:18]([C:21]1[CH:26]=[C:25]([S:27]([C:30]([F:33])([F:32])[F:31])(=[O:29])=[O:28])[CH:24]=[CH:23][C:22]=1Cl)([O-:20])=[O:19], predict the reaction product. The product is: [CH3:1][O:2][C:3](=[O:15])[C:4]1[CH:5]=[CH:6][C:7]([O:10][CH2:11][CH2:12][O:13][C:22]2[CH:23]=[CH:24][C:25]([S:27]([C:30]([F:32])([F:33])[F:31])(=[O:29])=[O:28])=[CH:26][C:21]=2[N+:18]([O-:20])=[O:19])=[CH:8][CH:9]=1.